This data is from Full USPTO retrosynthesis dataset with 1.9M reactions from patents (1976-2016). The task is: Predict the reactants needed to synthesize the given product. Given the product [NH2:16][CH:3]1[C:2]([CH3:24])([CH3:1])[CH2:8][CH2:7][CH2:6][N:5]([C:9]2[CH:14]=[CH:13][CH:12]=[CH:11][CH:10]=2)[C:4]1=[O:15], predict the reactants needed to synthesize it. The reactants are: [CH3:1][C:2]1([CH3:24])[CH2:8][CH2:7][CH2:6][N:5]([C:9]2[CH:14]=[CH:13][CH:12]=[CH:11][CH:10]=2)[C:4](=[O:15])[CH:3]1[NH:16]C(=O)OC(C)(C)C.Cl.